Predict the reactants needed to synthesize the given product. From a dataset of Full USPTO retrosynthesis dataset with 1.9M reactions from patents (1976-2016). Given the product [CH:42]1([C@H:95]([NH:94][C:93]([N:70]2[CH2:71][C@H:72]([O:74][C:75]3[C:84]4[C:79](=[CH:80][C:81]([O:85][CH3:86])=[CH:82][CH:83]=4)[N:78]=[C:77]([C:87]4[CH:92]=[CH:91][CH:90]=[CH:89][CH:88]=4)[CH:76]=3)[CH2:73][C@H:69]2[C:67]([NH:66][C@:61]2([C:59]([OH:58])=[O:60])[CH2:63][C@H:62]2[CH:64]=[CH2:65])=[O:68])=[O:113])[C:100](=[O:112])[NH:24][CH2:23][CH:17]2[CH2:22][CH2:21][CH2:20][CH2:19][CH2:18]2)[CH2:47][CH2:46][CH2:45][CH2:44][CH2:43]1, predict the reactants needed to synthesize it. The reactants are: C(OC(NC(C(C)(C)C)C(O)=O)=O)(C)(C)C.[CH:17]1([CH2:23][NH2:24])[CH2:22][CH2:21][CH2:20][CH2:19][CH2:18]1.C(OC(=O)NC(C(=O)NC1[C:47]2[C:42](=[CH:43][CH:44]=[CH:45][CH:46]=2)CC1O)C(C)(C)C)(C)(C)C.ClNC(=O)[O-].C([O:58][C:59]([C:61]1([NH:66][C:67]([CH:69]2[CH2:73][CH:72]([O:74][C:75]3[C:84]4[C:79](=[CH:80][C:81]([O:85][CH3:86])=[CH:82][CH:83]=4)[N:78]=[C:77]([C:87]4[CH:92]=[CH:91][CH:90]=[CH:89][CH:88]=4)[CH:76]=3)[CH2:71][N:70]2[C:93](=[O:113])[NH:94][CH:95]([C:100](=[O:112])NC2C3C(=CC=CC=3)CC2O)C(C)(C)C)=[O:68])[CH2:63][CH:62]1[CH:64]=[CH2:65])=[O:60])C.